From a dataset of Reaction yield outcomes from USPTO patents with 853,638 reactions. Predict the reaction yield, written as a fraction of the theoretical maximum amount of product (1.0 means a 100% yield; for example, 0.34 means a 34% yield). The reactants are [Cl:1][C:2]1[CH:24]=[CH:23][CH:22]=[C:21]([Cl:25])[C:3]=1[C:4]([NH:6][C@H:7]([C:18]([OH:20])=[O:19])[CH2:8][C:9]1[CH:14]=[CH:13][C:12]([N+:15]([O-:17])=[O:16])=[CH:11][CH:10]=1)=[O:5].CS(O)(=O)=O.[CH3:31][CH:32](O)[CH3:33]. No catalyst specified. The product is [CH:32]([O:19][C:18](=[O:20])[C@H:7]([CH2:8][C:9]1[CH:10]=[CH:11][C:12]([N+:15]([O-:17])=[O:16])=[CH:13][CH:14]=1)[NH:6][C:4](=[O:5])[C:3]1[C:2]([Cl:1])=[CH:24][CH:23]=[CH:22][C:21]=1[Cl:25])([CH3:33])[CH3:31]. The yield is 0.960.